Task: Predict the product of the given reaction.. Dataset: Forward reaction prediction with 1.9M reactions from USPTO patents (1976-2016) (1) Given the reactants [OH:1][C:2]1[CH:3]=[C:4]([C@H:8]2[CH2:12][C:11]3([CH2:17][CH2:16][N:15]([C:18]([O:20][C:21]([CH3:24])([CH3:23])[CH3:22])=[O:19])[CH2:14][CH2:13]3)[O:10][CH2:9]2)[CH:5]=[CH:6][CH:7]=1.C(=O)([O-])[O-].[Cs+].[Cs+].[Cl:31][C:32]1[CH:33]=[CH:34][C:35](F)=[N:36][CH:37]=1.O, predict the reaction product. The product is: [Cl:31][C:32]1[CH:33]=[CH:34][C:35]([O:1][C:2]2[CH:3]=[C:4]([C@H:8]3[CH2:12][C:11]4([CH2:17][CH2:16][N:15]([C:18]([O:20][C:21]([CH3:24])([CH3:23])[CH3:22])=[O:19])[CH2:14][CH2:13]4)[O:10][CH2:9]3)[CH:5]=[CH:6][CH:7]=2)=[N:36][CH:37]=1. (2) Given the reactants Cl[C:2]1[CH:7]=[C:6]([C:8]2[CH:13]=[C:12]([Br:14])[CH:11]=[CH:10][C:9]=2[O:15][CH3:16])[N:5]=[C:4]([NH2:17])[N:3]=1.[NH2:18][C:19]1[CH:26]=[CH:25][C:22]([C:23]#[N:24])=[CH:21][CH:20]=1, predict the reaction product. The product is: [NH2:17][C:4]1[N:3]=[C:2]([NH:18][C:19]2[CH:26]=[CH:25][C:22]([C:23]#[N:24])=[CH:21][CH:20]=2)[CH:7]=[C:6]([C:8]2[CH:13]=[C:12]([Br:14])[CH:11]=[CH:10][C:9]=2[O:15][CH3:16])[N:5]=1. (3) Given the reactants [F:1][C:2]1[CH:11]=[CH:10][C:9]2[CH:12]=[CH:13][C:14](=[O:15])[N:7]3[C:8]=2[C:3]=1[CH:4]([CH:16]=O)[CH2:5][CH2:6]3.C([NH:25][CH:26]1[CH2:31][CH2:30][NH:29][CH2:28][CH2:27]1)(OC(C)(C)C)=O, predict the reaction product. The product is: [NH2:25][CH:26]1[CH2:31][CH2:30][N:29]([CH2:16][CH:4]2[C:3]3[C:8]4=[C:9]([CH:12]=[CH:13][C:14](=[O:15])[N:7]4[CH2:6][CH2:5]2)[CH:10]=[CH:11][C:2]=3[F:1])[CH2:28][CH2:27]1.